Task: Regression. Given two drug SMILES strings and cell line genomic features, predict the synergy score measuring deviation from expected non-interaction effect.. Dataset: NCI-60 drug combinations with 297,098 pairs across 59 cell lines (1) Drug 1: CC1CCC2CC(C(=CC=CC=CC(CC(C(=O)C(C(C(=CC(C(=O)CC(OC(=O)C3CCCCN3C(=O)C(=O)C1(O2)O)C(C)CC4CCC(C(C4)OC)OCCO)C)C)O)OC)C)C)C)OC. Drug 2: CCC1(CC2CC(C3=C(CCN(C2)C1)C4=CC=CC=C4N3)(C5=C(C=C6C(=C5)C78CCN9C7C(C=CC9)(C(C(C8N6C)(C(=O)OC)O)OC(=O)C)CC)OC)C(=O)OC)O.OS(=O)(=O)O. Cell line: LOX IMVI. Synergy scores: CSS=-7.81, Synergy_ZIP=4.62, Synergy_Bliss=1.21, Synergy_Loewe=-4.25, Synergy_HSA=-5.67. (2) Drug 1: CC12CCC(CC1=CCC3C2CCC4(C3CC=C4C5=CN=CC=C5)C)O. Drug 2: CC1=C(C=C(C=C1)NC(=O)C2=CC=C(C=C2)CN3CCN(CC3)C)NC4=NC=CC(=N4)C5=CN=CC=C5. Cell line: PC-3. Synergy scores: CSS=13.2, Synergy_ZIP=2.80, Synergy_Bliss=11.0, Synergy_Loewe=8.30, Synergy_HSA=9.58. (3) Drug 1: CCC1(CC2CC(C3=C(CCN(C2)C1)C4=CC=CC=C4N3)(C5=C(C=C6C(=C5)C78CCN9C7C(C=CC9)(C(C(C8N6C=O)(C(=O)OC)O)OC(=O)C)CC)OC)C(=O)OC)O.OS(=O)(=O)O. Drug 2: C1CN(P(=O)(OC1)NCCCl)CCCl. Cell line: PC-3. Synergy scores: CSS=4.32, Synergy_ZIP=-3.65, Synergy_Bliss=-4.40, Synergy_Loewe=-12.8, Synergy_HSA=-3.94. (4) Drug 1: CC1=C(C=C(C=C1)NC2=NC=CC(=N2)N(C)C3=CC4=NN(C(=C4C=C3)C)C)S(=O)(=O)N.Cl. Drug 2: CCN(CC)CCCC(C)NC1=C2C=C(C=CC2=NC3=C1C=CC(=C3)Cl)OC. Cell line: MDA-MB-231. Synergy scores: CSS=33.6, Synergy_ZIP=-5.68, Synergy_Bliss=-1.86, Synergy_Loewe=-7.95, Synergy_HSA=0.379.